The task is: Predict the reactants needed to synthesize the given product.. This data is from Full USPTO retrosynthesis dataset with 1.9M reactions from patents (1976-2016). (1) Given the product [CH2:27]([O:29][C:30](=[O:47])[CH2:31][C:32]1[CH:37]=[CH:36][C:35]([C:21]2[CH:22]=[CH:23][C:18]([C:17]3[O:16][N:15]=[C:14]([CH3:25])[C:13]=3[NH:12][C:11]([O:10][C@@H:8]([C:4]3[CH:5]=[CH:6][CH:7]=[C:2]([OH:1])[CH:3]=3)[CH3:9])=[O:26])=[CH:19][CH:20]=2)=[CH:34][CH:33]=1)[CH3:28], predict the reactants needed to synthesize it. The reactants are: [OH:1][C:2]1[CH:3]=[C:4]([C@H:8]([O:10][C:11](=[O:26])[NH:12][C:13]2[C:14]([CH3:25])=[N:15][O:16][C:17]=2[C:18]2[CH:23]=[CH:22][C:21](Br)=[CH:20][CH:19]=2)[CH3:9])[CH:5]=[CH:6][CH:7]=1.[CH2:27]([O:29][C:30](=[O:47])[CH2:31][C:32]1[CH:37]=[CH:36][C:35](B2OC(C)(C)C(C)(C)O2)=[CH:34][CH:33]=1)[CH3:28]. (2) Given the product [CH3:23][O:24][C:25]1[CH:26]=[C:27]([N:31]2[CH2:36][CH2:35][N:34]([CH2:37][CH:38]([OH:40])[CH2:16][O:15][CH:11]([C:1]3[C:10]4[C:5](=[CH:6][CH:7]=[CH:8][CH:9]=4)[CH:4]=[CH:3][CH:2]=3)[C:17]3[CH:18]=[CH:19][CH:20]=[CH:21][CH:22]=3)[CH2:33][CH2:32]2)[CH:28]=[CH:29][CH:30]=1, predict the reactants needed to synthesize it. The reactants are: [C:1]1([C:11]([C:17]2[CH:22]=[CH:21][CH:20]=[CH:19][CH:18]=2)([O:15][CH3:16])C2CO2)[C:10]2[C:5](=[CH:6][CH:7]=[CH:8][CH:9]=2)[CH:4]=[CH:3][CH:2]=1.[CH3:23][O:24][C:25]1[CH:26]=[C:27]([N:31]2[CH2:36][CH2:35][NH:34][CH2:33][CH2:32]2)[CH:28]=[CH:29][CH:30]=1.[CH3:37][CH:38]([OH:40])C. (3) Given the product [ClH:1].[F:27][C:28]1[CH:33]=[CH:32][C:31]([C:2]2[C:3]([N:8]3[CH2:13][CH2:12][N:11]([CH2:14][CH2:15][N:16]([CH3:26])[S:17]([C:20]4[CH:21]=[N:22][CH:23]=[CH:24][CH:25]=4)(=[O:19])=[O:18])[CH2:10][CH2:9]3)=[N:4][CH:5]=[CH:6][N:7]=2)=[CH:30][CH:29]=1, predict the reactants needed to synthesize it. The reactants are: [Cl:1][C:2]1[C:3]([N:8]2[CH2:13][CH2:12][N:11]([CH2:14][CH2:15][N:16]([CH3:26])[S:17]([C:20]3[CH:21]=[N:22][CH:23]=[CH:24][CH:25]=3)(=[O:19])=[O:18])[CH2:10][CH2:9]2)=[N:4][CH:5]=[CH:6][N:7]=1.[F:27][C:28]1[CH:33]=[CH:32][C:31](B(O)O)=[CH:30][CH:29]=1.C(=O)([O-])[O-].[K+].[K+].